From a dataset of Forward reaction prediction with 1.9M reactions from USPTO patents (1976-2016). Predict the product of the given reaction. (1) Given the reactants [CH3:1][NH:2][C:3]([C:5]1[C:10]2[O:11][C:12]3[CH2:17][CH2:16][N:15](C(OC(C)(C)C)=O)[CH2:14][C:13]=3[C:9]=2[CH:8]=[C:7]([S:25]([C:28]2[CH:33]=[CH:32][CH:31]=[CH:30][CH:29]=2)(=[O:27])=[O:26])[CH:6]=1)=[O:4].[ClH:34], predict the reaction product. The product is: [ClH:34].[CH3:1][NH:2][C:3]([C:5]1[C:10]2[O:11][C:12]3[CH2:17][CH2:16][NH:15][CH2:14][C:13]=3[C:9]=2[CH:8]=[C:7]([S:25]([C:28]2[CH:33]=[CH:32][CH:31]=[CH:30][CH:29]=2)(=[O:26])=[O:27])[CH:6]=1)=[O:4]. (2) Given the reactants [F:1][C:2]1[CH:23]=[CH:22][C:5]([CH2:6][NH:7][C:8]([C:10]2[S:18][C:17]3[N:12]([C:13](=[O:21])[NH:14][C:15](=[O:20])[C:16]=3[CH3:19])[CH:11]=2)=[O:9])=[CH:4][CH:3]=1.[Cl:24]C[C:26]1[N:27]=[CH:28][S:29][CH:30]=1.Cl.[CH2:32](OCC)C, predict the reaction product. The product is: [ClH:24].[F:1][C:2]1[CH:3]=[CH:4][C:5]([CH2:6][NH:7][C:8]([C:10]2[S:18][C:17]3[N:12]([C:13](=[O:21])[N:14]([CH2:32][C:28]4[S:29][CH:30]=[CH:26][N:27]=4)[C:15](=[O:20])[C:16]=3[CH3:19])[CH:11]=2)=[O:9])=[CH:22][CH:23]=1. (3) Given the reactants [C:1](OC(=O)C)(=[O:3])[CH3:2].FC(F)(F)C(O)=O.[CH3:15][O:16][C:17]1[CH:18]=[C:19]([C:29]2[N:30]=[C:31]([O:39][C@@H:40]([C@H:42]3[CH2:46][NH:45][C:44](=[O:47])[CH2:43]3)[CH3:41])[C:32]3[N:33]([N:35]=[CH:36][C:37]=3[CH3:38])[CH:34]=2)[CH:20]=[CH:21][C:22]=1[N:23]1[CH2:28][CH2:27][NH:26][CH2:25][CH2:24]1.C(N(CC)CC)C, predict the reaction product. The product is: [C:1]([N:26]1[CH2:25][CH2:24][N:23]([C:22]2[CH:21]=[CH:20][C:19]([C:29]3[N:30]=[C:31]([O:39][C@@H:40]([C@H:42]4[CH2:46][NH:45][C:44](=[O:47])[CH2:43]4)[CH3:41])[C:32]4[N:33]([N:35]=[CH:36][C:37]=4[CH3:38])[CH:34]=3)=[CH:18][C:17]=2[O:16][CH3:15])[CH2:28][CH2:27]1)(=[O:3])[CH3:2]. (4) Given the reactants [C:1]([C:3]1[CH:4]=[CH:5][C:6]([O:23][CH3:24])=[C:7]([CH:22]=1)[O:8][CH:9]1[CH2:14][CH2:13][N:12](C(OC(C)(C)C)=O)[CH2:11][CH2:10]1)#[N:2].Cl, predict the reaction product. The product is: [CH3:24][O:23][C:6]1[CH:5]=[CH:4][C:3]([C:1]#[N:2])=[CH:22][C:7]=1[O:8][CH:9]1[CH2:14][CH2:13][NH:12][CH2:11][CH2:10]1. (5) The product is: [OH:25][CH2:24][C:23]([NH:22][C:18]([C:14]1[S:13][C:12](/[CH:11]=[CH:10]/[C:9]2[C:5]([CH2:1][CH2:2][CH2:3][CH3:4])=[N:6][O:7][C:8]=2[CH3:21])=[N:16][C:15]=1[CH3:17])=[O:20])([CH3:27])[CH3:26]. Given the reactants [CH2:1]([C:5]1[C:9](/[CH:10]=[CH:11]/[C:12]2[S:13][C:14]([C:18]([OH:20])=O)=[C:15]([CH3:17])[N:16]=2)=[C:8]([CH3:21])[O:7][N:6]=1)[CH2:2][CH2:3][CH3:4].[NH2:22][C:23]([CH3:27])([CH3:26])[CH2:24][OH:25], predict the reaction product. (6) Given the reactants Cl[C:2]1[N:3]=[C:4]2[C:10]([C:11]3[CH:16]=[CH:15][CH:14]=[CH:13][CH:12]=3)=[C:9]([C:17]3[CH:22]=[CH:21][C:20]([C:23]4([NH:27][C:28](=[O:34])[O:29][C:30]([CH3:33])([CH3:32])[CH3:31])[CH2:26][CH2:25][CH2:24]4)=[CH:19][CH:18]=3)[O:8][C:5]2=[N:6][CH:7]=1.[CH3:35][N:36]1[C:40](B2OC(C)(C)C(C)(C)O2)=[CH:39][CH:38]=[N:37]1.P([O-])([O-])([O-])=O.[K+].[K+].[K+].O, predict the reaction product. The product is: [CH3:35][N:36]1[C:40]([C:2]2[N:3]=[C:4]3[C:10]([C:11]4[CH:16]=[CH:15][CH:14]=[CH:13][CH:12]=4)=[C:9]([C:17]4[CH:18]=[CH:19][C:20]([C:23]5([NH:27][C:28](=[O:34])[O:29][C:30]([CH3:32])([CH3:33])[CH3:31])[CH2:26][CH2:25][CH2:24]5)=[CH:21][CH:22]=4)[O:8][C:5]3=[N:6][CH:7]=2)=[CH:39][CH:38]=[N:37]1. (7) The product is: [Cl:1][C:2]1[CH:32]=[CH:31][C:5]([CH2:6][N:7]2[C:15]3[C:10](=[CH:11][C:12]([CH:16]=[C:17]4[S:21][C:20]([N:22]5[CH2:27][CH2:26][N:25]([CH3:37])[CH2:24][C@@H:23]5[CH2:28][CH3:29])=[N:19][C:18]4=[O:30])=[CH:13][CH:14]=3)[CH:9]=[N:8]2)=[C:4]([C:33]([F:34])([F:36])[F:35])[CH:3]=1. Given the reactants [Cl:1][C:2]1[CH:32]=[CH:31][C:5]([CH2:6][N:7]2[C:15]3[C:10](=[CH:11][C:12]([CH:16]=[C:17]4[S:21][C:20]([N:22]5[CH2:27][CH2:26][NH:25][CH2:24][C@@H:23]5[CH2:28][CH3:29])=[N:19][C:18]4=[O:30])=[CH:13][CH:14]=3)[CH:9]=[N:8]2)=[C:4]([C:33]([F:36])([F:35])[F:34])[CH:3]=1.[CH2:37]=O, predict the reaction product. (8) Given the reactants Br[C:2]1[CH:3]=[C:4]([CH3:15])[C:5]([N:10]2[CH:14]=[N:13][CH:12]=[N:11]2)=[C:6]([CH:9]=1)[C:7]#[N:8].C(=O)([O-])[O-].[K+].[K+].[C:22]1(P(C2C=CC=CC=2)C2C=CC=CC=2)C=CC=C[CH:23]=1, predict the reaction product. The product is: [CH3:15][C:4]1[C:5]([N:10]2[CH:14]=[N:13][CH:12]=[N:11]2)=[C:6]([CH:9]=[C:2]([CH:22]=[CH2:23])[CH:3]=1)[C:7]#[N:8].